Dataset: Peptide-MHC class I binding affinity with 185,985 pairs from IEDB/IMGT. Task: Regression. Given a peptide amino acid sequence and an MHC pseudo amino acid sequence, predict their binding affinity value. This is MHC class I binding data. (1) The peptide sequence is HDISPQAPTHYL. The MHC is Mamu-B8701 with pseudo-sequence Mamu-B8701. The binding affinity (normalized) is 1.00. (2) The peptide sequence is TAFTIPSI. The MHC is HLA-B51:01 with pseudo-sequence HLA-B51:01. The binding affinity (normalized) is 0.490. (3) The peptide sequence is SSWNSAHEK. The MHC is HLA-A26:01 with pseudo-sequence HLA-A26:01. The binding affinity (normalized) is 0.0847. (4) The peptide sequence is GNPVFLAL. The MHC is H-2-Kb with pseudo-sequence H-2-Kb. The binding affinity (normalized) is 0.416. (5) The peptide sequence is RFLEDYFGV. The MHC is HLA-B15:01 with pseudo-sequence HLA-B15:01. The binding affinity (normalized) is 0.0847.